From a dataset of Catalyst prediction with 721,799 reactions and 888 catalyst types from USPTO. Predict which catalyst facilitates the given reaction. The catalyst class is: 15. Reactant: [Cl:1][C:2]1[CH:3]=[C:4]([C:8]2[CH:9]=[C:10]([C:13]([O:15][CH2:16][CH3:17])=[O:14])[O:11][CH:12]=2)[CH:5]=[CH:6][CH:7]=1.[Br:18]Br.C(=O)([O-])[O-].[Na+].[Na+]. Product: [Br:18][C:12]1[O:11][C:10]([C:13]([O:15][CH2:16][CH3:17])=[O:14])=[CH:9][C:8]=1[C:4]1[CH:5]=[CH:6][CH:7]=[C:2]([Cl:1])[CH:3]=1.